Dataset: Full USPTO retrosynthesis dataset with 1.9M reactions from patents (1976-2016). Task: Predict the reactants needed to synthesize the given product. (1) Given the product [C:24]([O:16][CH:14]1[CH:13]=[CH:12][O:11][C:10]([C:9]2[CH:8]=[CH:7][N:6]=[CH:5][C:4]=2[N+:1]([O-:3])=[O:2])([C:17]([F:20])([F:19])[F:18])[CH2:15]1)(=[O:26])[CH3:25], predict the reactants needed to synthesize it. The reactants are: [N+:1]([C:4]1[CH:5]=[N:6][CH:7]=[CH:8][C:9]=1[C:10]1([C:17]([F:20])([F:19])[F:18])[CH2:15][C:14](=[O:16])[CH:13]=[CH:12][O:11]1)([O-:3])=[O:2].[BH4-].[Na+].O.[C:24](OCC)(=[O:26])[CH3:25]. (2) Given the product [CH2:13]([C:2]1[CH:12]=[CH:11][C:5]2[CH:6]=[C:7]([CH:9]=[O:10])[S:8][C:4]=2[CH:3]=1)[CH2:14][CH2:15][CH3:16], predict the reactants needed to synthesize it. The reactants are: Br[C:2]1[CH:12]=[CH:11][C:5]2[CH:6]=[C:7]([CH:9]=[O:10])[S:8][C:4]=2[CH:3]=1.[CH2:13]([B-](F)(F)F)[CH2:14][CH2:15][CH3:16].[K+]. (3) Given the product [F:56][C:57]1[CH:62]=[CH:61][CH:60]=[C:59]([F:63])[C:58]=1[NH:64][C:65]([C@@H:67]1[CH2:76][C:75]2[C:70](=[CH:71][CH:72]=[CH:73][CH:74]=2)[CH2:69][N:68]1[C:10](=[O:12])[C@@H:9]([NH:8][C:6](=[O:7])[O:5][C:1]([CH3:2])([CH3:3])[CH3:4])[CH:13]([CH3:15])[CH3:14])=[O:66], predict the reactants needed to synthesize it. The reactants are: [C:1]([O:5][C:6]([NH:8][C@@H:9]([CH:13]([CH3:15])[CH3:14])[C:10]([OH:12])=O)=[O:7])([CH3:4])([CH3:3])[CH3:2].CCN(C(C)C)C(C)C.CN(C(ON1N=NC2C=CC=NC1=2)=[N+](C)C)C.F[P-](F)(F)(F)(F)F.FC(F)(F)C(O)=O.[F:56][C:57]1[CH:62]=[CH:61][CH:60]=[C:59]([F:63])[C:58]=1[NH:64][C:65]([C@@H:67]1[CH2:76][C:75]2[C:70](=[CH:71][CH:72]=[CH:73][CH:74]=2)[CH2:69][NH:68]1)=[O:66]. (4) Given the product [C:15](=[O:16])([O:5][C:3]([CH3:6])([CH3:4])[C:2]([F:8])([F:7])[F:1])[O:17][C:18]1[CH:19]=[CH:20][C:21]([N+:24]([O-:26])=[O:25])=[CH:22][CH:23]=1, predict the reactants needed to synthesize it. The reactants are: [F:1][C:2]([F:8])([F:7])[C:3]([CH3:6])([OH:5])[CH3:4].C([Li])CCC.Cl[C:15]([O:17][C:18]1[CH:23]=[CH:22][C:21]([N+:24]([O-:26])=[O:25])=[CH:20][CH:19]=1)=[O:16].